This data is from Full USPTO retrosynthesis dataset with 1.9M reactions from patents (1976-2016). The task is: Predict the reactants needed to synthesize the given product. (1) Given the product [ClH:1].[Cl:1][C:2]1[CH:31]=[C:30]([Cl:32])[CH:29]=[CH:28][C:3]=1[O:4][C:5]1[CH:10]=[CH:9][CH:8]=[CH:7][C:6]=1[NH:11][S:12]([C:15]1[CH:16]=[CH:17][C:18]([C:19]([NH:21][CH2:22][C:23](=[O:24])[NH:33][CH2:34][CH2:35][NH:36][CH3:37])=[O:20])=[CH:26][CH:27]=1)(=[O:14])=[O:13], predict the reactants needed to synthesize it. The reactants are: [Cl:1][C:2]1[CH:31]=[C:30]([Cl:32])[CH:29]=[CH:28][C:3]=1[O:4][C:5]1[CH:10]=[CH:9][CH:8]=[CH:7][C:6]=1[NH:11][S:12]([C:15]1[CH:27]=[CH:26][C:18]([C:19]([NH:21][CH2:22][C:23](O)=[O:24])=[O:20])=[CH:17][CH:16]=1)(=[O:14])=[O:13].[NH2:33][CH2:34][CH2:35][N:36](C)[C:37](=O)O.CN(C(ON1N=NC2C=CC=CC1=2)=[N+](C)C)C.F[P-](F)(F)(F)(F)F.C(N(CC)CC)C. (2) Given the product [C:17]([O:16][C:14]([CH2:13][C:12]([NH:11][CH2:10][C:9]([OH:22])=[O:8])=[O:21])=[O:15])([CH3:20])([CH3:18])[CH3:19], predict the reactants needed to synthesize it. The reactants are: C([O:8][C:9](=[O:22])[CH2:10][NH:11][C:12](=[O:21])[CH2:13][C:14]([O:16][C:17]([CH3:20])([CH3:19])[CH3:18])=[O:15])C1C=CC=CC=1.[H][H]. (3) Given the product [CH:1]1([N:4]2[C:13]3[C:8](=[CH:9][CH:10]=[CH:11][CH:12]=3)[N:7]([C:37]([C:31]3[N:30]([CH2:29][C:23]4[CH:24]=[C:25]([Cl:28])[CH:26]=[CH:27][C:22]=4[Cl:21])[C:35](=[O:36])[CH:34]=[CH:33][CH:32]=3)=[O:38])[CH2:6][CH2:5]2)[CH2:3][CH2:2]1, predict the reactants needed to synthesize it. The reactants are: [CH:1]1([N:4]2[C:13]3[C:8](=[CH:9][CH:10]=[CH:11][CH:12]=3)[NH:7][CH2:6][CH2:5]2)[CH2:3][CH2:2]1.C(N(CC)CC)C.[Cl:21][C:22]1[CH:27]=[CH:26][C:25]([Cl:28])=[CH:24][C:23]=1[CH2:29][N:30]1[C:35](=[O:36])[CH:34]=[CH:33][CH:32]=[C:31]1[C:37](Cl)=[O:38].